From a dataset of NCI-60 drug combinations with 297,098 pairs across 59 cell lines. Regression. Given two drug SMILES strings and cell line genomic features, predict the synergy score measuring deviation from expected non-interaction effect. (1) Drug 1: C1C(C(OC1N2C=C(C(=O)NC2=O)F)CO)O. Drug 2: CN(CCCl)CCCl.Cl. Cell line: UO-31. Synergy scores: CSS=9.35, Synergy_ZIP=-7.93, Synergy_Bliss=-6.43, Synergy_Loewe=-7.39, Synergy_HSA=-6.04. (2) Drug 1: C1=NC(=NC(=O)N1C2C(C(C(O2)CO)O)O)N. Drug 2: C1=CC=C(C=C1)NC(=O)CCCCCCC(=O)NO. Cell line: A549. Synergy scores: CSS=11.4, Synergy_ZIP=-6.33, Synergy_Bliss=-1.05, Synergy_Loewe=0.871, Synergy_HSA=0.906. (3) Drug 1: CC(C)(C#N)C1=CC=C(C=C1)N2C3=C4C=C(C=CC4=NC=C3N(C2=O)C)C5=CC6=CC=CC=C6N=C5. Drug 2: CN1C=C(C=N1)C2=C3N=C(C(=C(N3N=C2)N)Br)C4CCCNC4. Cell line: NCIH23. Synergy scores: CSS=76.1, Synergy_ZIP=1.49, Synergy_Bliss=-0.292, Synergy_Loewe=3.17, Synergy_HSA=6.96. (4) Drug 1: COC1=C(C=C2C(=C1)N=CN=C2NC3=CC(=C(C=C3)F)Cl)OCCCN4CCOCC4. Drug 2: CC1=C(C=C(C=C1)C(=O)NC2=CC(=CC(=C2)C(F)(F)F)N3C=C(N=C3)C)NC4=NC=CC(=N4)C5=CN=CC=C5. Cell line: OVCAR3. Synergy scores: CSS=27.5, Synergy_ZIP=-9.16, Synergy_Bliss=0.807, Synergy_Loewe=-2.94, Synergy_HSA=-1.12. (5) Drug 1: CCC1=C2CN3C(=CC4=C(C3=O)COC(=O)C4(CC)O)C2=NC5=C1C=C(C=C5)O. Synergy scores: CSS=18.0, Synergy_ZIP=-2.53, Synergy_Bliss=-0.545, Synergy_Loewe=2.13, Synergy_HSA=3.12. Drug 2: CC1CCC2CC(C(=CC=CC=CC(CC(C(=O)C(C(C(=CC(C(=O)CC(OC(=O)C3CCCCN3C(=O)C(=O)C1(O2)O)C(C)CC4CCC(C(C4)OC)OCCO)C)C)O)OC)C)C)C)OC. Cell line: MALME-3M. (6) Drug 1: CC1CCC2CC(C(=CC=CC=CC(CC(C(=O)C(C(C(=CC(C(=O)CC(OC(=O)C3CCCCN3C(=O)C(=O)C1(O2)O)C(C)CC4CCC(C(C4)OC)O)C)C)O)OC)C)C)C)OC. Drug 2: C1CN(CCN1C(=O)CCBr)C(=O)CCBr. Cell line: COLO 205. Synergy scores: CSS=21.1, Synergy_ZIP=-7.79, Synergy_Bliss=-0.382, Synergy_Loewe=-21.5, Synergy_HSA=0.340.